Dataset: Full USPTO retrosynthesis dataset with 1.9M reactions from patents (1976-2016). Task: Predict the reactants needed to synthesize the given product. (1) Given the product [CH2:1]([C:3]([CH2:8][OH:15])([CH2:10][CH3:11])[CH2:4][C:12]#[N:13])[CH3:2], predict the reactants needed to synthesize it. The reactants are: [CH2:1]([C:3]1([CH2:10][CH3:11])[CH2:8]OS(=O)O[CH2:4]1)[CH3:2].[C-:12]#[N:13].[Na+].[OH2:15]. (2) Given the product [C:1]([C:5]1[N:9]([CH2:10][CH:11]2[CH2:16][CH2:15][C:14]([F:17])([F:18])[CH2:13][CH2:12]2)[C:8]2[CH:19]=[CH:20][C:21]([NH:23][CH3:24])=[CH:22][C:7]=2[N:6]=1)([CH3:4])([CH3:2])[CH3:3], predict the reactants needed to synthesize it. The reactants are: [C:1]([C:5]1[N:9]([CH2:10][CH:11]2[CH2:16][CH2:15][C:14]([F:18])([F:17])[CH2:13][CH2:12]2)[C:8]2[CH:19]=[CH:20][C:21]([NH:23][C:24](=O)OC)=[CH:22][C:7]=2[N:6]=1)([CH3:4])([CH3:3])[CH3:2].Cl.CCOCC.[H-].[H-].[H-].[H-].[Li+].[Al+3]. (3) Given the product [F:1][C:2]1[CH:7]=[C:6]([NH2:8])[CH:5]=[CH:4][C:3]=1[O:11][C:12]1[CH:17]=[CH:16][CH:15]=[CH:14][CH:13]=1, predict the reactants needed to synthesize it. The reactants are: [F:1][C:2]1[CH:7]=[C:6]([N+:8]([O-])=O)[CH:5]=[CH:4][C:3]=1[O:11][C:12]1[CH:17]=[CH:16][CH:15]=[CH:14][CH:13]=1.[H][H]. (4) Given the product [O:22]=[S:18]1(=[O:21])[CH2:19][CH2:20][CH:15]([C:12]2[CH:13]=[CH:14][C:9]([N:5]3[CH2:4][C@H:3]([CH2:2][NH:1][C:24]([O:25][CH2:26][O:27][C:28](=[O:32])[CH2:29][CH2:30][CH3:31])=[O:33])[O:7][C:6]3=[O:8])=[CH:10][C:11]=2[F:23])[CH2:16][CH2:17]1, predict the reactants needed to synthesize it. The reactants are: [NH2:1][CH2:2][C@@H:3]1[O:7][C:6](=[O:8])[N:5]([C:9]2[CH:14]=[CH:13][C:12]([CH:15]3[CH2:20][CH2:19][S:18](=[O:22])(=[O:21])[CH2:17][CH2:16]3)=[C:11]([F:23])[CH:10]=2)[CH2:4]1.[C:24](Cl)(=[O:33])[O:25][CH2:26][O:27][C:28](=[O:32])[CH2:29][CH2:30][CH3:31].